Dataset: HIV replication inhibition screening data with 41,000+ compounds from the AIDS Antiviral Screen. Task: Binary Classification. Given a drug SMILES string, predict its activity (active/inactive) in a high-throughput screening assay against a specified biological target. (1) The drug is O=c1c(Cc2ccccc2)c(O)n(-c2ccccc2)c(=S)n1Cc1nc2ccccc2[nH]1. The result is 0 (inactive). (2) The molecule is OCC(O)CCC[Sn](Br)(c1ccccc1)c1ccccc1. The result is 0 (inactive). (3) The molecule is Cc1ccc(N=Nc2c(C)nn(-c3ccccc3)c2-c2ccccc2)c(Br)c1. The result is 0 (inactive). (4) The molecule is NNC(=O)CC(=O)N(C(=O)c1ccccc1)c1ccc(Cl)cc1. The result is 0 (inactive).